Dataset: Catalyst prediction with 721,799 reactions and 888 catalyst types from USPTO. Task: Predict which catalyst facilitates the given reaction. (1) Reactant: Cl[C:2]1[CH:7]=[C:6]([Cl:8])[N:5]=[C:4]([NH2:9])[N:3]=1.[CH:10]1([C@H:13]([NH2:15])[CH3:14])[CH2:12][CH2:11]1.CCN(C(C)C)C(C)C. Product: [Cl:8][C:6]1[N:5]=[C:4]([NH2:9])[N:3]=[C:2]([NH:15][C@@H:13]([CH:10]2[CH2:12][CH2:11]2)[CH3:14])[CH:7]=1. The catalyst class is: 114. (2) Reactant: [C:1]([C:3](=[C:16]([OH:27])[C:17]1[CH:22]=[CH:21][C:20]([O:23][CH2:24][O:25][CH3:26])=[CH:19][CH:18]=1)[C:4]([NH:6][CH2:7][CH2:8][CH2:9][CH2:10][CH2:11][CH2:12][CH2:13][CH2:14][CH3:15])=[O:5])#[N:2].[CH3:28][Si](C=[N+]=[N-])(C)C. Product: [C:1]([C:3](=[C:16]([O:27][CH3:28])[C:17]1[CH:18]=[CH:19][C:20]([O:23][CH2:24][O:25][CH3:26])=[CH:21][CH:22]=1)[C:4]([NH:6][CH2:7][CH2:8][CH2:9][CH2:10][CH2:11][CH2:12][CH2:13][CH2:14][CH3:15])=[O:5])#[N:2]. The catalyst class is: 4. (3) Reactant: [Cl:1][C:2]1[C:9]([CH3:10])=[C:8]([NH:11][C@@H:12]([C:16]2[O:17][C:18]([C:21]3[CH:26]=[CH:25][C:24]([C:27]#[N:28])=[CH:23][CH:22]=3)=[N:19][N:20]=2)[C@@H:13]([OH:15])[CH3:14])[CH:7]=[CH:6][C:3]=1[C:4]#[N:5].N1C=CC=CC=1.[C:35](Cl)(=[O:42])[C:36]1[CH:41]=[CH:40][CH:39]=[CH:38][CH:37]=1. Product: [C:35]([O:15][C@@H:13]([CH3:14])[C@@H:12]([NH:11][C:8]1[CH:7]=[CH:6][C:3]([C:4]#[N:5])=[C:2]([Cl:1])[C:9]=1[CH3:10])[C:16]1[O:17][C:18]([C:21]2[CH:22]=[CH:23][C:24]([C:27]#[N:28])=[CH:25][CH:26]=2)=[N:19][N:20]=1)(=[O:42])[C:36]1[CH:41]=[CH:40][CH:39]=[CH:38][CH:37]=1. The catalyst class is: 2. (4) Product: [C:8]1([C:4](=[O:7])[CH:5]([Br:14])[CH3:6])[CH:13]=[CH:12][CH:11]=[CH:10][CH:9]=1. Reactant: C(Cl)Cl.[C:4]([C:8]1[CH:13]=[CH:12][CH:11]=[CH:10][CH:9]=1)(=[O:7])[CH2:5][CH3:6].[Br:14]Br.C(=O)([O-])O.[Na+]. The catalyst class is: 13.